Dataset: Peptide-MHC class I binding affinity with 185,985 pairs from IEDB/IMGT. Task: Regression. Given a peptide amino acid sequence and an MHC pseudo amino acid sequence, predict their binding affinity value. This is MHC class I binding data. (1) The peptide sequence is LFVTASPEV. The MHC is H-2-Kd with pseudo-sequence H-2-Kd. The binding affinity (normalized) is 0.140. (2) The binding affinity (normalized) is 0.227. The peptide sequence is RLWHYPCTV. The MHC is HLA-A68:02 with pseudo-sequence HLA-A68:02. (3) The peptide sequence is AVRQFRASV. The MHC is HLA-A03:01 with pseudo-sequence HLA-A03:01. The binding affinity (normalized) is 0.0847. (4) The peptide sequence is RAFGRDWRY. The MHC is HLA-A03:01 with pseudo-sequence HLA-A03:01. The binding affinity (normalized) is 0.0847.